This data is from Full USPTO retrosynthesis dataset with 1.9M reactions from patents (1976-2016). The task is: Predict the reactants needed to synthesize the given product. Given the product [CH3:5][NH:4][CH2:3][C:2]([CH3:11])([CH3:1])[CH2:7][NH:8][CH3:9], predict the reactants needed to synthesize it. The reactants are: [CH3:1][C:2]([CH3:11])([CH2:7][NH:8][CH:9]=O)[CH2:3][NH:4][CH:5]=O.[H-].[Al+3].[Li+].[H-].[H-].[H-].O.